This data is from Peptide-MHC class I binding affinity with 185,985 pairs from IEDB/IMGT. The task is: Regression. Given a peptide amino acid sequence and an MHC pseudo amino acid sequence, predict their binding affinity value. This is MHC class I binding data. (1) The peptide sequence is THADVPVVL. The MHC is HLA-A30:01 with pseudo-sequence HLA-A30:01. The binding affinity (normalized) is 0.0847. (2) The peptide sequence is ATSIYTIER. The MHC is HLA-B51:01 with pseudo-sequence HLA-B51:01. The binding affinity (normalized) is 0.